The task is: Predict the product of the given reaction.. This data is from Forward reaction prediction with 1.9M reactions from USPTO patents (1976-2016). (1) Given the reactants [C:1]([C:3]1[CH:8]=[CH:7][C:6]([N:9]2[C:13]([C:14]3[C:15]([CH3:43])=[C:16]([C:33]4[CH:38]=[CH:37][CH:36]=[C:35]([C:39]([F:42])([F:41])[F:40])[CH:34]=4)[C:17]4[N:18]([N:20]=[C:21]([NH:23][C:24]([NH:26][CH:27]5[CH2:32][CH2:31][NH:30][CH2:29][CH2:28]5)=[O:25])[N:22]=4)[CH:19]=3)=[CH:12][CH:11]=[N:10]2)=[CH:5][CH:4]=1)#[N:2].[C:44](Cl)(=[O:46])[CH3:45].ClCC(NC1N=C2C(C3C=CC=C(C(F)(F)F)C=3)=C(C)C(C3N(C4C=CC(C#N)=CC=4)N=CC=3)=CN2N=1)=O, predict the reaction product. The product is: [C:44]([N:30]1[CH2:29][CH2:28][CH:27]([NH:26][C:24]([NH:23][C:21]2[N:22]=[C:17]3[C:16]([C:33]4[CH:38]=[CH:37][CH:36]=[C:35]([C:39]([F:42])([F:40])[F:41])[CH:34]=4)=[C:15]([CH3:43])[C:14]([C:13]4[N:9]([C:6]5[CH:5]=[CH:4][C:3]([C:1]#[N:2])=[CH:8][CH:7]=5)[N:10]=[CH:11][CH:12]=4)=[CH:19][N:18]3[N:20]=2)=[O:25])[CH2:32][CH2:31]1)(=[O:46])[CH3:45]. (2) Given the reactants N1CCCCC1.C1C2C(COC(=O)[NH:23][C@@H:24]([CH:27]3[CH2:35][C:34]4[C:29](=[CH:30][CH:31]=[CH:32][CH:33]=4)[CH2:28]3)[CH2:25][OH:26])C3C(=CC=CC=3)C=2C=CC=1, predict the reaction product. The product is: [NH2:23][C@@H:24]([CH:27]1[CH2:35][C:34]2[C:29](=[CH:30][CH:31]=[CH:32][CH:33]=2)[CH2:28]1)[CH2:25][OH:26]. (3) Given the reactants Cl[C:2]1[CH:7]=[CH:6][C:5]([N+:8]([O-:10])=[O:9])=[CH:4][N:3]=1.Cl.[NH:12]1[CH2:17][CH2:16][CH:15]([CH2:18][C:19]([O:21][CH3:22])=[O:20])[CH2:14][CH2:13]1.C(N=P1(N(CC)CC)N(C)CCCN1C)(C)(C)C, predict the reaction product. The product is: [N+:8]([C:5]1[CH:6]=[CH:7][C:2]([N:12]2[CH2:17][CH2:16][CH:15]([CH2:18][C:19]([O:21][CH3:22])=[O:20])[CH2:14][CH2:13]2)=[N:3][CH:4]=1)([O-:10])=[O:9]. (4) Given the reactants Br[C:2]1[S:6][C:5]([S:7]([NH:10][C@H:11]([CH2:15][C:16]2[C:24]3[C:19](=[CH:20][CH:21]=[CH:22][CH:23]=3)[NH:18][CH:17]=2)[C:12]([OH:14])=[O:13])(=[O:9])=[O:8])=[CH:4][CH:3]=1.[C:25]1([CH3:33])[CH:30]=[CH:29][C:28]([C:31]#[CH:32])=[CH:27][CH:26]=1.C(N(CC)CC)C, predict the reaction product. The product is: [NH:18]1[C:19]2[C:24](=[CH:23][CH:22]=[CH:21][CH:20]=2)[C:16]([CH2:15][C@@H:11]([NH:10][S:7]([C:5]2[S:6][C:2]([C:32]#[C:31][C:28]3[CH:29]=[CH:30][C:25]([CH3:33])=[CH:26][CH:27]=3)=[CH:3][CH:4]=2)(=[O:9])=[O:8])[C:12]([OH:14])=[O:13])=[CH:17]1. (5) The product is: [NH2:1][CH:2]([CH3:13])[CH2:3][N:4]1[CH2:9][CH2:8][N:7]([C:10](=[S:30])[CH3:11])[CH2:6][CH2:5]1. Given the reactants [NH2:1][CH:2]([CH3:13])[CH2:3][N:4]1[CH2:9][CH2:8][N:7]([C:10](=O)[CH3:11])[CH2:6][CH2:5]1.C(N(CC)CC)C.COC1C=CC(P2(SP(C3C=CC(OC)=CC=3)(=S)S2)=[S:30])=CC=1, predict the reaction product. (6) Given the reactants [CH3:1][C:2]1([CH3:22])[CH2:7][NH:6][CH:5]([CH2:8][C:9]([NH:11][C:12]2[CH:17]=[CH:16][C:15]([CH:18]([CH3:20])[CH3:19])=[CH:14][CH:13]=2)=[O:10])[C:4](=[O:21])[O:3]1.C(=O)([O-])[O-].[Na+].[Na+].[C:29](Cl)(=[O:31])[CH3:30], predict the reaction product. The product is: [C:29]([N:6]1[CH2:7][C:2]([CH3:1])([CH3:22])[O:3][C:4](=[O:21])[CH:5]1[CH2:8][C:9]([NH:11][C:12]1[CH:17]=[CH:16][C:15]([CH:18]([CH3:19])[CH3:20])=[CH:14][CH:13]=1)=[O:10])(=[O:31])[CH3:30]. (7) Given the reactants [CH3:1][C:2]1[CH:10]=[C:9]2[C:5]([C:6]([CH:11]=[O:12])=[CH:7][NH:8]2)=[C:4]([I:13])[CH:3]=1.[H-].[Na+].I[CH3:17], predict the reaction product. The product is: [CH3:17][N:8]1[C:9]2[C:5](=[C:4]([I:13])[CH:3]=[C:2]([CH3:1])[CH:10]=2)[C:6]([CH:11]=[O:12])=[CH:7]1.